This data is from Full USPTO retrosynthesis dataset with 1.9M reactions from patents (1976-2016). The task is: Predict the reactants needed to synthesize the given product. (1) Given the product [NH2:8][CH:9]1[CH2:24][CH2:23][C:12]2([CH2:13][CH2:14][CH:15]([CH2:18][C:19]([O:21][CH3:22])=[O:20])[CH2:16][CH2:17]2)[CH2:11][CH2:10]1, predict the reactants needed to synthesize it. The reactants are: C([NH:8][CH:9]1[CH2:24][CH2:23][C:12]2([CH2:17][CH2:16][CH:15]([CH2:18][C:19]([O:21][CH3:22])=[O:20])[CH2:14][CH2:13]2)[CH2:11][CH2:10]1)C1C=CC=CC=1. (2) Given the product [OH:16][C@@H:14]1[CH2:15][NH:8][C@H:9]([C:10]([NH2:12])=[O:11])[CH2:13]1, predict the reactants needed to synthesize it. The reactants are: C(OC([N:8]1[CH2:15][C@@H:14]([OH:16])[CH2:13][C@H:9]1[C:10]([NH2:12])=[O:11])=O)(C)(C)C.